From a dataset of Peptide-MHC class II binding affinity with 134,281 pairs from IEDB. Regression. Given a peptide amino acid sequence and an MHC pseudo amino acid sequence, predict their binding affinity value. This is MHC class II binding data. (1) The peptide sequence is NTSYRLISCNTSVI. The MHC is DRB1_1501 with pseudo-sequence DRB1_1501. The binding affinity (normalized) is 0.388. (2) The peptide sequence is RIIAGTLEVHAVKPA. The MHC is HLA-DQA10201-DQB10202 with pseudo-sequence HLA-DQA10201-DQB10202. The binding affinity (normalized) is 0.320. (3) The binding affinity (normalized) is 0.257. The peptide sequence is TVEKWLACGVDNFCV. The MHC is DRB1_0404 with pseudo-sequence DRB1_0404. (4) The peptide sequence is NELGMLEKTKEDLFG. The MHC is HLA-DQA10103-DQB10603 with pseudo-sequence HLA-DQA10103-DQB10603. The binding affinity (normalized) is 0.164. (5) The peptide sequence is VENVRVAYGKCDSAG. The MHC is HLA-DQA10201-DQB10303 with pseudo-sequence HLA-DQA10201-DQB10303. The binding affinity (normalized) is 0.264.